This data is from Full USPTO retrosynthesis dataset with 1.9M reactions from patents (1976-2016). The task is: Predict the reactants needed to synthesize the given product. Given the product [CH2:1]([O:8][C:9]([NH:11][C:12]1[C:13]([C:28]([OH:30])=[O:29])=[N:14][C:15]2[C:20]([CH:21]=1)=[CH:19][CH:18]=[C:17]([N:22]1[CH2:23][CH2:24][O:25][CH2:26][CH2:27]1)[CH:16]=2)=[O:10])[C:2]1[CH:7]=[CH:6][CH:5]=[CH:4][CH:3]=1, predict the reactants needed to synthesize it. The reactants are: [CH2:1]([O:8][C:9]([NH:11][C:12]1[C:13]([C:28]([O:30]CC)=[O:29])=[N:14][C:15]2[C:20]([CH:21]=1)=[CH:19][CH:18]=[C:17]([N:22]1[CH2:27][CH2:26][O:25][CH2:24][CH2:23]1)[CH:16]=2)=[O:10])[C:2]1[CH:7]=[CH:6][CH:5]=[CH:4][CH:3]=1.[OH-].[Na+].Cl.